Regression. Given a peptide amino acid sequence and an MHC pseudo amino acid sequence, predict their binding affinity value. This is MHC class I binding data. From a dataset of Peptide-MHC class I binding affinity with 185,985 pairs from IEDB/IMGT. (1) The peptide sequence is RVLHEDRFF. The MHC is HLA-A02:12 with pseudo-sequence HLA-A02:12. The binding affinity (normalized) is 0.0847. (2) The MHC is Mamu-A01 with pseudo-sequence Mamu-A01. The binding affinity (normalized) is 0.600. The peptide sequence is CTPYDINQMLN. (3) The MHC is HLA-A69:01 with pseudo-sequence HLA-A69:01. The binding affinity (normalized) is 0.333. The peptide sequence is QYSGFVRTL. (4) The binding affinity (normalized) is 0.0847. The MHC is HLA-A25:01 with pseudo-sequence HLA-A25:01. The peptide sequence is ETACLGKAY. (5) The binding affinity (normalized) is 0. The peptide sequence is VLQAGFFLL. The MHC is HLA-A68:01 with pseudo-sequence HLA-A68:01. (6) The peptide sequence is QFKDNVILL. The MHC is HLA-A29:02 with pseudo-sequence HLA-A29:02. The binding affinity (normalized) is 0.0769. (7) The peptide sequence is AVDPAKAYK. The MHC is HLA-A02:01 with pseudo-sequence HLA-A02:01. The binding affinity (normalized) is 0.0387. (8) The peptide sequence is YLDAYNMMI. The MHC is HLA-A02:03 with pseudo-sequence HLA-A02:03. The binding affinity (normalized) is 1.00. (9) The peptide sequence is YAAQGYKVL. The MHC is HLA-A68:01 with pseudo-sequence HLA-A68:01. The binding affinity (normalized) is 0. (10) The peptide sequence is YHIPGDTLF. The MHC is HLA-B38:01 with pseudo-sequence HLA-B38:01. The binding affinity (normalized) is 0.969.